This data is from Peptide-MHC class I binding affinity with 185,985 pairs from IEDB/IMGT. The task is: Regression. Given a peptide amino acid sequence and an MHC pseudo amino acid sequence, predict their binding affinity value. This is MHC class I binding data. The peptide sequence is GLDLQPCIDL. The MHC is HLA-A02:03 with pseudo-sequence HLA-A02:03. The binding affinity (normalized) is 0.104.